This data is from Catalyst prediction with 721,799 reactions and 888 catalyst types from USPTO. The task is: Predict which catalyst facilitates the given reaction. (1) Reactant: C(N(CC)CC)C.Cl.[NH2:9][CH2:10][C:11]([O:13][CH2:14][C:15]1[CH:20]=[CH:19][CH:18]=[CH:17][CH:16]=1)=[O:12].[C:21]1(=O)[CH2:25][CH2:24][CH2:23][CH2:22]1.[BH4-].[Na+]. Product: [CH:21]1([NH:9][CH2:10][C:11]([O:13][CH2:14][C:15]2[CH:20]=[CH:19][CH:18]=[CH:17][CH:16]=2)=[O:12])[CH2:25][CH2:24][CH2:23][CH2:22]1. The catalyst class is: 5. (2) Reactant: [CH3:1][N:2]1[CH:6]=[C:5]([C:7]([OH:9])=O)[CH:4]=[N:3]1.CCN(CC)CC.Cl.[F:18][CH2:19][CH2:20][NH:21][CH3:22]. Product: [F:18][CH2:19][CH2:20][N:21]([CH3:22])[C:7]([C:5]1[CH:4]=[N:3][N:2]([CH3:1])[CH:6]=1)=[O:9]. The catalyst class is: 3. (3) Reactant: [C:1]1([CH3:25])[CH:6]=[CH:5][C:4]([S:7]([N:10]2[CH:14]=[CH:13][C:12]([C@@H:15]([NH:18]S(C(C)(C)C)=O)[CH2:16][CH3:17])=[N:11]2)(=[O:9])=[O:8])=[CH:3][CH:2]=1.Cl.O1CCOCC1. Product: [C:1]1([CH3:25])[CH:2]=[CH:3][C:4]([S:7]([N:10]2[CH:14]=[CH:13][C:12]([C@@H:15]([NH2:18])[CH2:16][CH3:17])=[N:11]2)(=[O:9])=[O:8])=[CH:5][CH:6]=1. The catalyst class is: 5. (4) Reactant: C1(S([N:10]2[C:18]3[C:13](=[CH:14][CH:15]=[C:16]([F:19])[CH:17]=3)[C:12]([C:20]3[CH:28]=[CH:27][C:23]4[N:24]=C[O:26][C:22]=4[CH:21]=3)=[CH:11]2)(=O)=O)C=CC=CC=1.[OH-].[Na+]. Product: [NH2:24][C:23]1[CH:27]=[CH:28][C:20]([C:12]2[C:13]3[C:18](=[CH:17][C:16]([F:19])=[CH:15][CH:14]=3)[NH:10][CH:11]=2)=[CH:21][C:22]=1[OH:26]. The catalyst class is: 5. (5) Reactant: C([BH3-])#N.[Na+].C1(N2[C:15]([CH:16]3CCC[O:17]3)=[C:14]([C:21]3ON=[C:23]([C:26]4C=CC(C=O)=CC=4)[N:22]=3)C=N2)CCCCC1.C(O)(=[O:36])C. Product: [NH:22]1[CH2:21][CH2:14][CH:15]([C:16]([OH:17])=[O:36])[CH2:26][CH2:23]1. The catalyst class is: 5.